From a dataset of Forward reaction prediction with 1.9M reactions from USPTO patents (1976-2016). Predict the product of the given reaction. (1) Given the reactants [N+:1]([C:4]1[C:9]2[O:10][CH2:11][CH:12]=[CH:13][CH2:14][C:8]=2[CH:7]=[CH:6][CH:5]=1)([O-])=O.CO.[H][H], predict the reaction product. The product is: [O:10]1[CH2:11][CH2:12][CH2:13][CH2:14][C:8]2[CH:7]=[CH:6][CH:5]=[C:4]([NH2:1])[C:9]1=2. (2) Given the reactants CS(Cl)(=O)=O.[Cl:6][C:7]1[CH:8]=[C:9]([CH:27]=[CH:28][C:29]=1[O:30][CH2:31][C:32]1[CH:37]=[CH:36][CH:35]=[C:34]([F:38])[CH:33]=1)[NH:10][C:11]1[C:16]([C:17]#[C:18][C:19]2[N:24]=[C:23]([CH2:25]O)[CH:22]=[CH:21][CH:20]=2)=[CH:15][N:14]=[CH:13][N:12]=1.[CH3:39][NH2:40], predict the reaction product. The product is: [Cl:6][C:7]1[CH:8]=[C:9]([NH:10][C:11]2[C:16]([C:17]#[C:18][C:19]3[CH:20]=[CH:21][CH:22]=[C:23]([CH2:25][NH:40][CH3:39])[N:24]=3)=[CH:15][N:14]=[CH:13][N:12]=2)[CH:27]=[CH:28][C:29]=1[O:30][CH2:31][C:32]1[CH:37]=[CH:36][CH:35]=[C:34]([F:38])[CH:33]=1.